From a dataset of Reaction yield outcomes from USPTO patents with 853,638 reactions. Predict the reaction yield, written as a fraction of the theoretical maximum amount of product (1.0 means a 100% yield; for example, 0.34 means a 34% yield). (1) The reactants are Br[C:2]1[CH:7]=[CH:6][C:5]([N:8]2[CH:12]([C:13]3[CH:18]=[CH:17][C:16]([N+:19]([O-:21])=[O:20])=[CH:15][CH:14]=3)[CH2:11][CH2:10][CH:9]2[C:22]2[CH:27]=[CH:26][C:25]([N+:28]([O-:30])=[O:29])=[CH:24][CH:23]=2)=[CH:4][CH:3]=1.[CH3:31][N:32]([CH3:42])[C:33]1[N:38]=[CH:37][C:36](B(O)O)=[CH:35][CH:34]=1.P([O-])([O-])([O-])=O.[K+].[K+].[K+].C1COCC1. The product is [N+:19]([C:16]1[CH:15]=[CH:14][C:13]([CH:12]2[CH2:11][CH2:10][CH:9]([C:22]3[CH:23]=[CH:24][C:25]([N+:28]([O-:30])=[O:29])=[CH:26][CH:27]=3)[N:8]2[C:5]2[CH:6]=[CH:7][C:2]([C:36]3[CH:35]=[CH:34][C:33]([N:32]([CH3:42])[CH3:31])=[N:38][CH:37]=3)=[CH:3][CH:4]=2)=[CH:18][CH:17]=1)([O-:21])=[O:20]. The catalyst is [Pd](Cl)Cl.C(P(C(C)(C)C)[C-]1C=CC=C1)(C)(C)C.[C-]1(P(C(C)(C)C)C(C)(C)C)C=CC=C1.[Fe+2].O. The yield is 0.960. (2) The reactants are [O-]S(S([O-])=O)=O.[Na+].[Na+].[C:9]([O:13][C:14](=[O:37])[N:15]([C:27]1[CH:32]=[CH:31][C:30]([N+:33]([O-])=O)=[C:29]([CH3:36])[CH:28]=1)[CH2:16][C:17]1[CH:22]=[CH:21][C:20]([C:23]([F:26])([F:25])[F:24])=[CH:19][CH:18]=1)([CH3:12])([CH3:11])[CH3:10].C(=O)([O-])[O-].[K+].[K+]. The catalyst is O.O1CCCC1. The product is [C:9]([O:13][C:14](=[O:37])[N:15]([C:27]1[CH:32]=[CH:31][C:30]([NH2:33])=[C:29]([CH3:36])[CH:28]=1)[CH2:16][C:17]1[CH:22]=[CH:21][C:20]([C:23]([F:24])([F:26])[F:25])=[CH:19][CH:18]=1)([CH3:12])([CH3:11])[CH3:10]. The yield is 0.830. (3) The reactants are B(F)(F)F.CCOCC.[C:10]([C:14]1[CH:15]=[C:16]([C:20]2(O)[CH2:25][CH2:24][C:23](=[CH2:26])[CH2:22][CH2:21]2)[CH:17]=[CH:18][CH:19]=1)([CH3:13])([CH3:12])[CH3:11].[N:28]([Si](C)(C)C)=[N+:29]=[N-:30].C(OCC)(=O)C. The catalyst is C(OCC)C.[Cl-].[NH4+]. The product is [N:28]([C:20]1([C:16]2[CH:17]=[CH:18][CH:19]=[C:14]([C:10]([CH3:13])([CH3:12])[CH3:11])[CH:15]=2)[CH2:25][CH2:24][C:23](=[CH2:26])[CH2:22][CH2:21]1)=[N+:29]=[N-:30]. The yield is 0.370. (4) The reactants are [F:1][C:2]1[CH:7]=[CH:6][C:5]([C:8]2([CH2:14][OH:15])[CH2:13][CH2:12][CH2:11][CH2:10][CH2:9]2)=[CH:4][CH:3]=1.[OH-].[Na+].Br[CH2:19][C:20]([O:22][C:23]([CH3:26])([CH3:25])[CH3:24])=[O:21]. The catalyst is C1(C)C=CC=CC=1.S([O-])(O)(=O)=O.C([N+](CCCC)(CCCC)CCCC)CCC. The product is [F:1][C:2]1[CH:3]=[CH:4][C:5]([C:8]2([CH2:14][O:15][CH2:19][C:20]([O:22][C:23]([CH3:26])([CH3:25])[CH3:24])=[O:21])[CH2:13][CH2:12][CH2:11][CH2:10][CH2:9]2)=[CH:6][CH:7]=1. The yield is 0.600. (5) The reactants are [Cl:1][C:2]1[N:3]=[CH:4][CH:5]=[C:6]2[C:11]=1[C:10](=[O:12])[NH:9][CH2:8][CH2:7]2.[H-].[Na+].Br[CH2:16][C:17]1[CH:22]=[CH:21][C:20]([F:23])=[C:19]([F:24])[CH:18]=1. The catalyst is CN(C=O)C. The product is [Cl:1][C:2]1[N:3]=[CH:4][CH:5]=[C:6]2[C:11]=1[C:10](=[O:12])[N:9]([CH2:16][C:17]1[CH:22]=[CH:21][C:20]([F:23])=[C:19]([F:24])[CH:18]=1)[CH2:8][CH2:7]2. The yield is 0.355. (6) The yield is 0.700. The reactants are [Br:1][C:2]1[CH:3]=[C:4]([N+:11]([O-])=O)[CH:5]=[C:6]2[C:10]=1[NH:9][CH:8]=[CH:7]2.C(Cl)(Cl)Cl. The product is [Br:1][C:2]1[CH:3]=[C:4]([NH2:11])[CH:5]=[C:6]2[C:10]=1[NH:9][CH:8]=[CH:7]2. The catalyst is C(O)(C)C.[Pd]. (7) The reactants are [Br:1][C:2]1[C:7]([O:8][CH3:9])=[CH:6][C:5]([C:10]2[O:11][CH:12]=[CH:13][CH:14]=2)=[CH:4][C:3]=1[O:15][CH3:16].[N:17]1([C:22]2[CH:27]=[CH:26][C:25]([CH:28]([O:35][CH3:36])[C:29](N(OC)C)=[O:30])=[CH:24][CH:23]=2)[CH:21]=[N:20][CH:19]=[N:18]1. No catalyst specified. The product is [N:17]1([C:22]2[CH:23]=[CH:24][C:25]([CH:28]([O:35][CH3:36])[C:29]([C:12]3[O:11][C:10]([C:5]4[CH:6]=[C:7]([O:8][CH3:9])[C:2]([Br:1])=[C:3]([O:15][CH3:16])[CH:4]=4)=[CH:14][CH:13]=3)=[O:30])=[CH:26][CH:27]=2)[CH:21]=[N:20][CH:19]=[N:18]1. The yield is 0.110.